From a dataset of Full USPTO retrosynthesis dataset with 1.9M reactions from patents (1976-2016). Predict the reactants needed to synthesize the given product. (1) Given the product [Cl:77][C:78]1[CH:79]=[C:80]([CH:89]=[CH:90][CH:91]=1)[C:81]([CH:83]1[CH2:84][CH2:85][N:86]([C:10](=[O:12])[C@@H:9]([NH:13][C:14]([C:16]2[CH:20]=[C:19]([O:21][CH2:22][C:23]([N:25]3[CH2:29][CH2:28][CH2:27][C@H:26]3[C:30](=[O:36])[NH:31][CH:32]3[CH2:33][CH2:34][CH2:35]3)=[O:24])[N:18]([C:37]3[CH:42]=[CH:41][CH:40]=[CH:39][CH:38]=3)[N:17]=2)=[O:15])[CH2:8][CH2:7][C:6]([OH:5])=[O:43])[CH2:87][CH2:88]1)=[O:82], predict the reactants needed to synthesize it. The reactants are: C([O:5][C:6](=[O:43])[CH2:7][CH2:8][C@H:9]([NH:13][C:14]([C:16]1[CH:20]=[C:19]([O:21][CH2:22][C:23]([N:25]2[CH2:29][CH2:28][CH2:27][C@H:26]2[C:30](=[O:36])[NH:31][CH:32]2[CH2:35][CH2:34][CH2:33]2)=[O:24])[N:18]([C:37]2[CH:42]=[CH:41][CH:40]=[CH:39][CH:38]=2)[N:17]=1)=[O:15])[C:10]([OH:12])=O)(C)(C)C.CCN(C(C)C)C(C)C.CN(C(ON1N=NC2C=CC=NC1=2)=[N+](C)C)C.F[P-](F)(F)(F)(F)F.[Cl:77][C:78]1[CH:79]=[C:80]([CH:89]=[CH:90][CH:91]=1)[C:81]([CH:83]1[CH2:88][CH2:87][NH:86][CH2:85][CH2:84]1)=[O:82].C([O-])(O)=O.[Na+]. (2) Given the product [CH2:1]([O:3][C:4](=[O:22])[CH2:5][C:6]1[CH:11]=[CH:10][CH:9]=[C:8]([O:12][C:13]2[CH:18]=[CH:17][C:16]([F:19])=[CH:15][C:14]=2[CH2:20][OH:21])[CH:7]=1)[CH3:2], predict the reactants needed to synthesize it. The reactants are: [CH2:1]([O:3][C:4](=[O:22])[CH2:5][C:6]1[CH:11]=[CH:10][CH:9]=[C:8]([O:12][C:13]2[CH:18]=[CH:17][C:16]([F:19])=[CH:15][C:14]=2[CH:20]=[O:21])[CH:7]=1)[CH3:2].[BH4-].[Na+].